Task: Predict the reactants needed to synthesize the given product.. Dataset: Full USPTO retrosynthesis dataset with 1.9M reactions from patents (1976-2016) (1) Given the product [Cl:1][C:2]1[CH:3]=[C:4]2[C:8](=[CH:9][CH:10]=1)[NH:7][CH:6]=[C:5]2[CH2:11][N:12]1[C:20]([C:21]2[N:22]([CH3:26])[CH:23]=[CH:24][N:25]=2)=[C:19]2[C:14]([N:15]([CH2:31][C:32]3[C:33]([CH3:38])=[N:34][O:35][C:36]=3[CH3:37])[C:16](=[O:29])[N:17]([CH3:28])[C:18]2=[O:27])=[N:13]1, predict the reactants needed to synthesize it. The reactants are: [Cl:1][C:2]1[CH:3]=[C:4]2[C:8](=[CH:9][CH:10]=1)[NH:7][CH:6]=[C:5]2[CH2:11][N:12]1[C:20]([C:21]2[N:22]([CH3:26])[CH:23]=[CH:24][N:25]=2)=[C:19]2[C:14]([NH:15][C:16](=[O:29])[N:17]([CH3:28])[C:18]2=[O:27])=[N:13]1.Br[CH2:31][C:32]1[C:33]([CH3:38])=[N:34][O:35][C:36]=1[CH3:37].C(=O)([O-])[O-].[K+].[K+]. (2) Given the product [Br:1][C:17]1[S:16][C:15]2[CH:18]=[C:19]([O:22][CH3:23])[CH:20]=[CH:21][C:14]=2[C:13]=1[C:10]1[CH:11]=[CH:12][C:7]([F:6])=[CH:8][CH:9]=1, predict the reactants needed to synthesize it. The reactants are: [Br:1]NC(=O)C.[F:6][C:7]1[CH:12]=[CH:11][C:10]([C:13]2[C:14]3[CH:21]=[CH:20][C:19]([O:22][CH3:23])=[CH:18][C:15]=3[S:16][CH:17]=2)=[CH:9][CH:8]=1. (3) Given the product [CH2:16]([O:18][C:19]([C:21]1[C:25]([CH2:26][CH2:27][CH2:28][N:29]([CH3:31])[CH3:30])=[C:24]([CH:32]=[C:9]2[C:8]3[C:12](=[CH:13][CH:14]=[C:6]([S:3](=[O:5])(=[O:4])[NH:2][CH3:1])[CH:7]=3)[NH:11][C:10]2=[O:15])[NH:23][C:22]=1[CH3:34])=[O:20])[CH3:17], predict the reactants needed to synthesize it. The reactants are: [CH3:1][NH:2][S:3]([C:6]1[CH:7]=[C:8]2[C:12](=[CH:13][CH:14]=1)[NH:11][C:10](=[O:15])[CH2:9]2)(=[O:5])=[O:4].[CH2:16]([O:18][C:19]([C:21]1[C:25]([CH2:26][CH2:27][CH2:28][N:29]([CH3:31])[CH3:30])=[C:24]([CH:32]=O)[NH:23][C:22]=1[CH3:34])=[O:20])[CH3:17]. (4) Given the product [CH3:34][O:35][C:36]1[CH:37]=[C:38](/[CH:48]=[CH:49]/[C:50]([NH:1][N:2]2[CH2:7][CH2:6][CH2:5][N:4]([C:8]3[CH:13]=[CH:12][CH:11]=[CH:10][CH:9]=3)[C:3]2=[O:14])=[O:51])[CH:39]=[N:40][C:41]=1[N:42]1[CH:46]=[C:45]([CH3:47])[N:44]=[CH:43]1, predict the reactants needed to synthesize it. The reactants are: [NH2:1][N:2]1[CH2:7][CH2:6][CH2:5][N:4]([C:8]2[CH:13]=[CH:12][CH:11]=[CH:10][CH:9]=2)[C:3]1=[O:14].C(N(C(C)C)CC)(C)C.C1C=CC2N(O)N=NC=2C=1.[CH3:34][O:35][C:36]1[CH:37]=[C:38](/[CH:48]=[CH:49]/[C:50](O)=[O:51])[CH:39]=[N:40][C:41]=1[N:42]1[CH:46]=[C:45]([CH3:47])[N:44]=[CH:43]1. (5) Given the product [CH2:1]([O:3][C:4]1[C:8]([CH2:9][CH2:10][CH2:11][OH:12])=[CH:7][N:6]([C:16]2[CH:21]=[CH:20][CH:19]=[CH:18][N:17]=2)[N:5]=1)[CH3:2], predict the reactants needed to synthesize it. The reactants are: [CH2:1]([O:3][C:4]1[C:8]([CH2:9][CH2:10][C:11](OCC)=[O:12])=[CH:7][N:6]([C:16]2[CH:21]=[CH:20][CH:19]=[CH:18][N:17]=2)[N:5]=1)[CH3:2].[H-].C([Al+]CC(C)C)C(C)C.Cl. (6) The reactants are: [CH:1]1([O:7][C:8]2[NH:12][N:11]=[C:10]([C:13]([O:15][CH2:16][CH3:17])=[O:14])[CH:9]=2)[CH2:6][CH2:5][CH2:4][CH2:3][CH2:2]1.[C:18]([C:22]1[CH:23]=[C:24](B2OC(C)(C)C(C)(C)O2)[CH:25]=[C:26]([C:28]2([CH3:31])[CH2:30][CH2:29]2)[CH:27]=1)([CH3:21])([CH3:20])[CH3:19].N1C=CC=CC=1. Given the product [C:18]([C:22]1[CH:23]=[C:24]([N:12]2[C:8]([O:7][CH:1]3[CH2:2][CH2:3][CH2:4][CH2:5][CH2:6]3)=[CH:9][C:10]([C:13]([O:15][CH2:16][CH3:17])=[O:14])=[N:11]2)[CH:25]=[C:26]([C:28]2([CH3:31])[CH2:30][CH2:29]2)[CH:27]=1)([CH3:21])([CH3:19])[CH3:20], predict the reactants needed to synthesize it.